From a dataset of Full USPTO retrosynthesis dataset with 1.9M reactions from patents (1976-2016). Predict the reactants needed to synthesize the given product. (1) Given the product [Cl:1][C:2]1[CH:7]=[C:6]([N:8]([CH2:17][O:18][CH2:19][CH2:20][Si:21]([CH3:24])([CH3:23])[CH3:22])[CH2:9][O:10][CH2:11][CH2:12][Si:13]([CH3:16])([CH3:15])[CH3:14])[N:5]2[N:25]=[CH:26][C:27]([C:31]3[CH:30]=[N:29][C:38]4[C:33]([CH:32]=3)=[CH:34][CH:35]=[CH:36][CH:37]=4)=[C:4]2[N:3]=1, predict the reactants needed to synthesize it. The reactants are: [Cl:1][C:2]1[CH:7]=[C:6]([N:8]([CH2:17][O:18][CH2:19][CH2:20][Si:21]([CH3:24])([CH3:23])[CH3:22])[CH2:9][O:10][CH2:11][CH2:12][Si:13]([CH3:16])([CH3:15])[CH3:14])[N:5]2[N:25]=[CH:26][C:27](I)=[C:4]2[N:3]=1.[N:29]1[C:38]2[C:33](=[CH:34][CH:35]=[CH:36][CH:37]=2)[CH:32]=[CH:31][C:30]=1B(O)O.[O-]P([O-])([O-])=O.[K+].[K+].[K+].O. (2) Given the product [Cl:26][C:21]1[CH:22]=[CH:23][CH:24]=[CH:25][C:20]=1[N:19]1[C:15]([C:13]2[S:12][C:11]3[C:5]4[CH:4]=[CH:3][C:2]([C:28]#[N:29])=[CH:27][C:6]=4[O:7][CH2:8][CH2:9][C:10]=3[CH:14]=2)=[N:16][CH:17]=[N:18]1, predict the reactants needed to synthesize it. The reactants are: Br[C:2]1[CH:3]=[CH:4][C:5]2[C:11]3[S:12][C:13]([C:15]4[N:19]([C:20]5[CH:25]=[CH:24][CH:23]=[CH:22][C:21]=5[Cl:26])[N:18]=[CH:17][N:16]=4)=[CH:14][C:10]=3[CH2:9][CH2:8][O:7][C:6]=2[CH:27]=1.[C:28]([Cu])#[N:29]. (3) The reactants are: [CH2:1]([O:3][C:4](=[O:16])[CH2:5][N:6]1[C:14]2[C:9](=[CH:10][C:11]([OH:15])=[CH:12][CH:13]=2)[CH:8]=[CH:7]1)[CH3:2].[CH3:17][N:18]1[C:22]([CH2:23]O)=[CH:21][C:20]([C:25]2[CH:30]=[CH:29][C:28]([O:31][C:32]([F:35])([F:34])[F:33])=[CH:27][CH:26]=2)=[N:19]1.CN(C)C(N=NC(N(C)C)=O)=O.C(P(CCCC)CCCC)CCC. Given the product [CH2:1]([O:3][C:4](=[O:16])[CH2:5][N:6]1[C:14]2[C:9](=[CH:10][C:11]([O:15][CH2:23][C:22]3[N:18]([CH3:17])[N:19]=[C:20]([C:25]4[CH:26]=[CH:27][C:28]([O:31][C:32]([F:34])([F:33])[F:35])=[CH:29][CH:30]=4)[CH:21]=3)=[CH:12][CH:13]=2)[CH:8]=[CH:7]1)[CH3:2], predict the reactants needed to synthesize it. (4) Given the product [CH3:11][NH:12][C:5]1[N:4]=[N:3][C:2]([Cl:1])=[CH:7][CH:6]=1, predict the reactants needed to synthesize it. The reactants are: [Cl:1][C:2]1[N:3]=[N:4][C:5](Cl)=[CH:6][CH:7]=1.CO.[CH3:11][NH2:12]. (5) Given the product [CH2:1]([NH:8][C:9](=[O:18])[CH2:10][C:11]1[CH:12]=[CH:13][C:14]([O:17][CH2:25][CH2:26][CH2:27][CH3:28])=[CH:15][CH:16]=1)[C:2]1[CH:3]=[CH:4][CH:5]=[CH:6][CH:7]=1, predict the reactants needed to synthesize it. The reactants are: [CH2:1]([NH:8][C:9](=[O:18])[CH2:10][C:11]1[CH:16]=[CH:15][C:14]([OH:17])=[CH:13][CH:12]=1)[C:2]1[CH:7]=[CH:6][CH:5]=[CH:4][CH:3]=1.C(=O)([O-])[O-].[Cs+].[Cs+].[CH2:25](Br)[CH2:26][CH2:27][CH3:28].[I-].[K+]. (6) Given the product [CH2:1]([O:8][CH2:9][CH2:10][N:11]([CH2:37][CH2:38][CH2:39][CH2:40][O:41][S:52]([CH3:51])(=[O:54])=[O:53])[C:12]([C:14]1[NH:15][C:16](=[O:36])[C:17]([O:34][CH3:35])=[C:18]2[C:23]=1[CH2:22][CH2:21][N:20]([CH2:24][C:25]1[CH:30]=[CH:29][C:28]([F:31])=[C:27]([Cl:32])[CH:26]=1)[C:19]2=[O:33])=[O:13])[C:2]1[CH:3]=[CH:4][CH:5]=[CH:6][CH:7]=1, predict the reactants needed to synthesize it. The reactants are: [CH2:1]([O:8][CH2:9][CH2:10][N:11]([CH2:37][CH2:38][CH2:39][CH2:40][OH:41])[C:12]([C:14]1[NH:15][C:16](=[O:36])[C:17]([O:34][CH3:35])=[C:18]2[C:23]=1[CH2:22][CH2:21][N:20]([CH2:24][C:25]1[CH:30]=[CH:29][C:28]([F:31])=[C:27]([Cl:32])[CH:26]=1)[C:19]2=[O:33])=[O:13])[C:2]1[CH:7]=[CH:6][CH:5]=[CH:4][CH:3]=1.C(N(C(C)C)CC)(C)C.[CH3:51][S:52](O[S:52]([CH3:51])(=[O:54])=[O:53])(=[O:54])=[O:53]. (7) The reactants are: [OH:1][C:2]1[CH:11]=[C:10]2[C:5]([C:6](=[O:12])[CH2:7][CH2:8][O:9]2)=[CH:4][CH:3]=1.C(=O)([O-])[O-].[K+].[K+].FC(F)(F)S(O[CH2:25][C:26]([F:29])([F:28])[F:27])(=O)=O.[OH-].[Na+]. Given the product [F:27][C:26]([F:29])([F:28])[CH2:25][O:1][C:2]1[CH:11]=[C:10]2[C:5]([C:6](=[O:12])[CH2:7][CH2:8][O:9]2)=[CH:4][CH:3]=1, predict the reactants needed to synthesize it. (8) Given the product [Cl:31][C:32]1[N:3]=[N:2][N:1]([C@@H:4]2[C@H:9]([NH:10][C:11]([C:13]3[NH:14][C:15]([CH3:20])=[C:16]([Cl:19])[C:17]=3[Cl:18])=[O:12])[CH2:8][CH2:7][N:6]([C:21]([O:23][CH2:24][C:25]3[CH:30]=[CH:29][CH:28]=[CH:27][CH:26]=3)=[O:22])[CH2:5]2)[CH:33]=1, predict the reactants needed to synthesize it. The reactants are: [N:1]([C@@H:4]1[C@H:9]([NH:10][C:11]([C:13]2[NH:14][C:15]([CH3:20])=[C:16]([Cl:19])[C:17]=2[Cl:18])=[O:12])[CH2:8][CH2:7][N:6]([C:21]([O:23][CH2:24][C:25]2[CH:30]=[CH:29][CH:28]=[CH:27][CH:26]=2)=[O:22])[CH2:5]1)=[N+:2]=[N-:3].[Cl:31][CH:32](Cl)[CH2:33]S(Cl)(=O)=O. (9) Given the product [CH:1]1([CH2:4][O:5][C:6]2[CH:14]=[CH:13][C:9]3[O:10][CH2:11][O:12][C:8]=3[C:7]=2[C:15]2[C:16]3[NH:23][CH:22]=[C:21]([C:24]([NH:27][C@@H:28]([CH3:58])[C:29]([N:31]4[CH2:32][CH2:33][CH:34]([N:37]5[N:46]=[C:45]([C:47]6[CH:52]=[CH:51][C:50]([O:53][CH3:54])=[C:49]([O:55][CH3:56])[CH:48]=6)[C@@H:44]6[C@@H:39]([CH2:40][CH2:41][CH2:42][CH2:43]6)[C:38]5=[O:57])[CH2:35][CH2:36]4)=[O:30])=[O:25])[C:17]=3[N:18]=[CH:19][N:20]=2)[CH2:3][CH2:2]1, predict the reactants needed to synthesize it. The reactants are: [CH:1]1([CH2:4][O:5][C:6]2[CH:14]=[CH:13][C:9]3[O:10][CH2:11][O:12][C:8]=3[C:7]=2[C:15]2[C:16]3[NH:23][CH:22]=[C:21]([C:24](O)=[O:25])[C:17]=3[N:18]=[CH:19][N:20]=2)[CH2:3][CH2:2]1.[NH2:27][C@@H:28]([CH3:58])[C:29]([N:31]1[CH2:36][CH2:35][CH:34]([N:37]2[N:46]=[C:45]([C:47]3[CH:52]=[CH:51][C:50]([O:53][CH3:54])=[C:49]([O:55][CH3:56])[CH:48]=3)[C@@H:44]3[C@@H:39]([CH2:40][CH2:41][CH2:42][CH2:43]3)[C:38]2=[O:57])[CH2:33][CH2:32]1)=[O:30].CN(C(ON1N=NC2C=CC=CC1=2)=[N+](C)C)C.F[P-](F)(F)(F)(F)F.CCN(C(C)C)C(C)C.